This data is from Full USPTO retrosynthesis dataset with 1.9M reactions from patents (1976-2016). The task is: Predict the reactants needed to synthesize the given product. (1) Given the product [CH3:26][O:25][C:19]1[CH:18]=[C:17]([C:10]2[CH2:11][C:12]([CH3:16])([CH3:15])[C:13](=[O:14])[N:8]([C:5]3[CH:6]=[CH:7][C:2]([N:27]4[CH2:32][CH2:31][O:30][CH2:29][CH2:28]4)=[CH:3][CH:4]=3)[N:9]=2)[CH:22]=[CH:21][C:20]=1[O:23][CH3:24], predict the reactants needed to synthesize it. The reactants are: Br[C:2]1[CH:7]=[CH:6][C:5]([N:8]2[C:13](=[O:14])[C:12]([CH3:16])([CH3:15])[CH2:11][C:10]([C:17]3[CH:22]=[CH:21][C:20]([O:23][CH3:24])=[C:19]([O:25][CH3:26])[CH:18]=3)=[N:9]2)=[CH:4][CH:3]=1.[NH:27]1[CH2:32][CH2:31][O:30][CH2:29][CH2:28]1.[OH-].[K+].O.O=O. (2) Given the product [CH3:1][O:2][C:3]1[CH:4]=[C:5]([NH2:10])[C:6]([NH:9][CH3:15])=[CH:7][CH:8]=1, predict the reactants needed to synthesize it. The reactants are: [CH3:1][O:2][C:3]1[CH:8]=[CH:7][C:6]([NH2:9])=[C:5]([N+:10]([O-])=O)[CH:4]=1.[H-].[Na+].[CH3:15]I. (3) Given the product [CH2:1]([NH:8][C:9]1[N:14]2[N:15]=[CH:16][C:17]([C:18]([N:35]3[CH2:40][CH2:39][O:38][CH2:37][CH2:36]3)=[O:19])=[C:13]2[N:12]=[CH:11][C:10]=1[C:21]([N:23]1[CH2:28][CH2:27][CH:26]([C:29]2[CH:30]=[CH:31][CH:32]=[CH:33][CH:34]=2)[CH2:25][CH2:24]1)=[O:22])[C:2]1[CH:3]=[CH:4][CH:5]=[CH:6][CH:7]=1, predict the reactants needed to synthesize it. The reactants are: [CH2:1]([NH:8][C:9]1[N:14]2[N:15]=[CH:16][C:17]([C:18](O)=[O:19])=[C:13]2[N:12]=[CH:11][C:10]=1[C:21]([N:23]1[CH2:28][CH2:27][CH:26]([C:29]2[CH:34]=[CH:33][CH:32]=[CH:31][CH:30]=2)[CH2:25][CH2:24]1)=[O:22])[C:2]1[CH:7]=[CH:6][CH:5]=[CH:4][CH:3]=1.[NH:35]1[CH2:40][CH2:39][O:38][CH2:37][CH2:36]1.C1C=CC2N(O)N=NC=2C=1.C(O)(=O)CC(CC(O)=O)(C(O)=O)O. (4) Given the product [NH2:1][C:2]1[N:7]2[CH:8]=[C:9]([CH2:11][CH3:12])[N:10]=[C:6]2[C:5]([C:13]([NH:15][CH2:16][CH:17]2[CH2:22][CH2:21][NH:20][CH2:19][CH2:18]2)=[O:14])=[CH:4][C:3]=1[Cl:30], predict the reactants needed to synthesize it. The reactants are: [NH2:1][C:2]1[N:7]2[CH:8]=[C:9]([CH2:11][CH3:12])[N:10]=[C:6]2[C:5]([C:13]([NH:15][CH2:16][CH:17]2[CH2:22][CH2:21][N:20](C(OC(C)(C)C)=O)[CH2:19][CH2:18]2)=[O:14])=[CH:4][C:3]=1[Cl:30].Cl. (5) Given the product [F:28][C:26]1[CH:25]=[CH:24][C:23]([O:29][CH3:30])=[C:22]([C:19]2([CH2:18][C:17]([C:31]([F:32])([F:33])[F:34])([OH:35])[CH2:16][NH:15][C:11]3[CH:10]=[CH:9][CH:8]=[C:7]4[C:12]=3[CH:13]=[CH:14][C:5]([CH2:3][OH:2])=[N:6]4)[CH2:21][CH2:20]2)[CH:27]=1, predict the reactants needed to synthesize it. The reactants are: C[O:2][C:3]([C:5]1[CH:14]=[CH:13][C:12]2[C:7](=[CH:8][CH:9]=[CH:10][C:11]=2[N:15]=[CH:16][C:17]([OH:35])([C:31]([F:34])([F:33])[F:32])[CH2:18][C:19]2([C:22]3[CH:27]=[C:26]([F:28])[CH:25]=[CH:24][C:23]=3[O:29][CH3:30])[CH2:21][CH2:20]2)[N:6]=1)=O.[BH4-].[Na+]. (6) Given the product [C:19]([C:23]1[O:27]/[C:26](=[N:28]\[C:29]([C:30]2[CH:35]=[C:34]([C:36]([F:38])([F:37])[F:39])[CH:33]=[CH:32][C:31]=2[O:1][CH:2]2[CH2:3][N:4]([C:6]([O:8][C:9]([CH3:12])([CH3:11])[CH3:10])=[O:7])[CH2:5]2)=[O:41])/[N:25]([CH2:42][C@H:43]2[CH2:47][CH2:46][CH2:45][O:44]2)[CH:24]=1)([CH3:22])([CH3:20])[CH3:21], predict the reactants needed to synthesize it. The reactants are: [OH:1][CH:2]1[CH2:5][N:4]([C:6]([O:8][C:9]([CH3:12])([CH3:11])[CH3:10])=[O:7])[CH2:3]1.CC(C)([O-])C.[Na+].[C:19]([C:23]1[O:27]/[C:26](=[N:28]\[C:29](=[O:41])[C:30]2[CH:35]=[C:34]([C:36]([F:39])([F:38])[F:37])[CH:33]=[CH:32][C:31]=2F)/[N:25]([CH2:42][C@H:43]2[CH2:47][CH2:46][CH2:45][O:44]2)[CH:24]=1)([CH3:22])([CH3:21])[CH3:20]. (7) Given the product [F:12][C:8]1[CH:7]=[C:6]([CH:11]=[CH:10][CH:9]=1)[CH2:5][O:4][C:3]1[CH:13]=[CH:14][C:15]([N+:17]([O-:19])=[O:18])=[CH:16][C:2]=1[C:21]#[C:20][Si:22]([CH:23]([CH3:25])[CH3:24])([CH:29]([CH3:31])[CH3:30])[CH:26]([CH3:28])[CH3:27].[F:12][C:8]1[CH:7]=[C:6]([CH:11]=[CH:10][CH:9]=1)[CH2:5][O:4][C:3]1[CH:13]=[CH:14][C:15]([NH2:17])=[CH:16][C:2]=1[C:21]#[C:20][Si:22]([CH:23]([CH3:25])[CH3:24])([CH:29]([CH3:31])[CH3:30])[CH:26]([CH3:28])[CH3:27], predict the reactants needed to synthesize it. The reactants are: Br[C:2]1[CH:16]=[C:15]([N+:17]([O-:19])=[O:18])[CH:14]=[CH:13][C:3]=1[O:4][CH2:5][C:6]1[CH:11]=[CH:10][CH:9]=[C:8]([F:12])[CH:7]=1.[C:20]([Si:22]([CH:29]([CH3:31])[CH3:30])([CH:26]([CH3:28])[CH3:27])[CH:23]([CH3:25])[CH3:24])#[CH:21].N1CCCC1. (8) Given the product [C:19]([N:7]1[CH2:6][CH2:5][C:4]2[N:3]=[C:2]([CH3:1])[CH:11]=[CH:10][C:9]=2[CH2:8]1)(=[O:21])[CH3:20], predict the reactants needed to synthesize it. The reactants are: [CH3:1][C:2]1[CH:11]=[CH:10][C:9]2[CH2:8][NH:7][CH2:6][CH2:5][C:4]=2[N:3]=1.C(N(CC)CC)C.[C:19](Cl)(=[O:21])[CH3:20]. (9) Given the product [CH3:1][C:2]1([CH3:23])[CH2:7][O:6][CH:5]([C:8]2[CH:18]=[C:17]([O:19][CH3:20])[C:16]([O:21][CH3:22])=[CH:15][C:9]=2[C:10]2[N:11]=[C:24]([CH3:25])[O:14][N:13]=2)[O:4][CH2:3]1, predict the reactants needed to synthesize it. The reactants are: [CH3:1][C:2]1([CH3:23])[CH2:7][O:6][CH:5]([C:8]2[CH:18]=[C:17]([O:19][CH3:20])[C:16]([O:21][CH3:22])=[CH:15][C:9]=2/[C:10](/[NH:13][OH:14])=[N:11]/[H])[O:4][CH2:3]1.[CH2:24]1CCN2C(=NCCC2)C[CH2:25]1.C(OC(=O)C)(=O)C.